Dataset: Reaction yield outcomes from USPTO patents with 853,638 reactions. Task: Predict the reaction yield, written as a fraction of the theoretical maximum amount of product (1.0 means a 100% yield; for example, 0.34 means a 34% yield). (1) The reactants are P(Cl)(Cl)(Cl)(Cl)[Cl:2].[CH2:7]([O:9][C:10]([C:12]1[N:13]=[N:14][N:15]([CH2:18][C:19]2[CH:24]=[C:23]([C:25]([F:28])([F:27])[F:26])[CH:22]=[C:21]([C:29]([F:32])([F:31])[F:30])[CH:20]=2)[C:16]=1O)=[O:11])[CH3:8]. The catalyst is C1(C)C=CC=CC=1. The product is [CH2:7]([O:9][C:10]([C:12]1[N:13]=[N:14][N:15]([CH2:18][C:19]2[CH:24]=[C:23]([C:25]([F:28])([F:27])[F:26])[CH:22]=[C:21]([C:29]([F:32])([F:31])[F:30])[CH:20]=2)[C:16]=1[Cl:2])=[O:11])[CH3:8]. The yield is 0.700. (2) The reactants are [CH:1]([Si:4]([CH:41]([CH3:43])[CH3:42])([CH:38]([CH3:40])[CH3:39])[O:5][C@H:6]1[C@H:11]([O:12][Si:13]([CH:20]([CH3:22])[CH3:21])([CH:17]([CH3:19])[CH3:18])[CH:14]([CH3:16])[CH3:15])[CH:10]=[C:9](B(O)O)[O:8][C@@H:7]1[CH2:26][O:27][Si:28]([CH:35]([CH3:37])[CH3:36])([CH:32]([CH3:34])[CH3:33])[CH:29]([CH3:31])[CH3:30])([CH3:3])[CH3:2].[Cl:44][C:45]1[C:50]([N+:51]([O-:53])=[O:52])=[C:49](Cl)[N:48]=[CH:47][N:46]=1.C(=O)([O-])[O-].[Na+].[Na+]. The catalyst is C1(C)C=CC=CC=1.O.O.CCOC(C)=O.C1C=CC([P]([Pd]([P](C2C=CC=CC=2)(C2C=CC=CC=2)C2C=CC=CC=2)([P](C2C=CC=CC=2)(C2C=CC=CC=2)C2C=CC=CC=2)[P](C2C=CC=CC=2)(C2C=CC=CC=2)C2C=CC=CC=2)(C2C=CC=CC=2)C2C=CC=CC=2)=CC=1. The product is [CH:1]([Si:4]([CH:41]([CH3:43])[CH3:42])([CH:38]([CH3:40])[CH3:39])[O:5][C@H:6]1[C@H:11]([O:12][Si:13]([CH:20]([CH3:22])[CH3:21])([CH:17]([CH3:19])[CH3:18])[CH:14]([CH3:16])[CH3:15])[CH:10]=[C:9]([C:49]2[C:50]([N+:51]([O-:53])=[O:52])=[C:45]([Cl:44])[N:46]=[CH:47][N:48]=2)[O:8][C@@H:7]1[CH2:26][O:27][Si:28]([CH:35]([CH3:37])[CH3:36])([CH:32]([CH3:34])[CH3:33])[CH:29]([CH3:31])[CH3:30])([CH3:3])[CH3:2]. The yield is 0.490. (3) The reactants are [O:1]1[CH2:6][CH:5]([O:7][C:8](=[O:47])[NH:9][C@@H:10]([CH2:40][C:41]2[CH:46]=[CH:45][CH:44]=[CH:43][CH:42]=2)[C@H:11]([OH:39])[CH2:12][N:13]([CH2:31][C:32]([CH3:38])([CH3:37])[CH2:33][CH2:34][C:35]#[N:36])[S:14]([C:17]2[CH:22]=[CH:21][C:20]([O:23]CC3C=CC=CC=3)=[CH:19][CH:18]=2)(=[O:16])=[O:15])[CH2:4][O:3][CH2:2]1. The catalyst is CO. The product is [O:1]1[CH2:6][CH:5]([O:7][C:8](=[O:47])[NH:9][C@@H:10]([CH2:40][C:41]2[CH:46]=[CH:45][CH:44]=[CH:43][CH:42]=2)[C@H:11]([OH:39])[CH2:12][N:13]([CH2:31][C:32]([CH3:38])([CH3:37])[CH2:33][CH2:34][C:35]#[N:36])[S:14]([C:17]2[CH:22]=[CH:21][C:20]([OH:23])=[CH:19][CH:18]=2)(=[O:16])=[O:15])[CH2:4][O:3][CH2:2]1. The yield is 0.950. (4) The reactants are [OH:1][CH:2]([C:16]1[CH:21]=[CH:20][C:19]([CH3:22])=[CH:18][CH:17]=1)[C:3]#[C:4][C:5]1([OH:15])[CH2:14][CH2:13][C:8]2([O:12][CH2:11][CH2:10][O:9]2)[CH2:7][CH2:6]1. The catalyst is ClCCl.[O-2].[O-2].[Mn+4]. The product is [OH:15][C:5]1([C:4]#[C:3][C:2]([C:16]2[CH:21]=[CH:20][C:19]([CH3:22])=[CH:18][CH:17]=2)=[O:1])[CH2:14][CH2:13][C:8]2([O:12][CH2:11][CH2:10][O:9]2)[CH2:7][CH2:6]1. The yield is 0.820. (5) The reactants are [CH3:1][N:2]1[CH:6]=[CH:5][C:4]([C:7]2[S:8][CH:9]=[C:10]([CH3:12])[CH:11]=2)=[N:3]1.[I:13]N1C(=O)CCC1=O.S([O-])([O-])(=O)=S.[Na+].[Na+].C(=O)([O-])[O-].[Na+].[Na+]. No catalyst specified. The product is [I:13][C:5]1[C:4]([C:7]2[S:8][CH:9]=[C:10]([CH3:12])[CH:11]=2)=[N:3][N:2]([CH3:1])[CH:6]=1. The yield is 0.840.